This data is from Full USPTO retrosynthesis dataset with 1.9M reactions from patents (1976-2016). The task is: Predict the reactants needed to synthesize the given product. Given the product [Cl:41][C:12]1[C:11]2[C:16](=[C:7]([O:6][CH:1]3[CH2:5][CH2:4][CH2:3][CH2:2]3)[C:8]([O:19][CH3:20])=[CH:9][CH:10]=2)[O:15][C:14](=[O:17])[CH:13]=1, predict the reactants needed to synthesize it. The reactants are: [CH:1]1([O:6][C:7]2[C:8]([O:19][CH3:20])=[CH:9][CH:10]=[C:11]3[C:16]=2[O:15][C:14](=[O:17])[CH:13]=[C:12]3O)[CH2:5][CH2:4][CH2:3][CH2:2]1.C1(P(C2C=CC=CC=2)C2C=CC=CC=2)C=CC=CC=1.C(Cl)(Cl)(Cl)[Cl:41].